This data is from Merck oncology drug combination screen with 23,052 pairs across 39 cell lines. The task is: Regression. Given two drug SMILES strings and cell line genomic features, predict the synergy score measuring deviation from expected non-interaction effect. (1) Drug 2: O=C(CCCCCCC(=O)Nc1ccccc1)NO. Synergy scores: synergy=8.26. Drug 1: COC12C(COC(N)=O)C3=C(C(=O)C(C)=C(N)C3=O)N1CC1NC12. Cell line: RPMI7951. (2) Synergy scores: synergy=13.6. Drug 2: CCc1cnn2c(NCc3ccc[n+]([O-])c3)cc(N3CCCCC3CCO)nc12. Drug 1: Cn1c(=O)n(-c2ccc(C(C)(C)C#N)cc2)c2c3cc(-c4cnc5ccccc5c4)ccc3ncc21. Cell line: EFM192B. (3) Drug 1: Nc1ccn(C2OC(CO)C(O)C2(F)F)c(=O)n1. Drug 2: Cn1c(=O)n(-c2ccc(C(C)(C)C#N)cc2)c2c3cc(-c4cnc5ccccc5c4)ccc3ncc21. Cell line: SKMES1. Synergy scores: synergy=-20.1. (4) Drug 1: CN1C(=O)C=CC2(C)C3CCC4(C)C(NC(=O)OCC(F)(F)F)CCC4C3CCC12. Drug 2: NC1(c2ccc(-c3nc4ccn5c(=O)[nH]nc5c4cc3-c3ccccc3)cc2)CCC1. Cell line: PA1. Synergy scores: synergy=17.6. (5) Drug 1: COc1cccc2c1C(=O)c1c(O)c3c(c(O)c1C2=O)CC(O)(C(=O)CO)CC3OC1CC(N)C(O)C(C)O1. Drug 2: NC1(c2ccc(-c3nc4ccn5c(=O)[nH]nc5c4cc3-c3ccccc3)cc2)CCC1. Cell line: UACC62. Synergy scores: synergy=23.4. (6) Drug 1: CN1C(=O)C=CC2(C)C3CCC4(C)C(NC(=O)OCC(F)(F)F)CCC4C3CCC12. Drug 2: CNC(=O)c1cc(Oc2ccc(NC(=O)Nc3ccc(Cl)c(C(F)(F)F)c3)cc2)ccn1. Cell line: EFM192B. Synergy scores: synergy=2.61. (7) Drug 1: O=P1(N(CCCl)CCCl)NCCCO1. Drug 2: NC(=O)c1cccc2cn(-c3ccc(C4CCCNC4)cc3)nc12. Cell line: SKMES1. Synergy scores: synergy=2.25. (8) Drug 1: O=S1(=O)NC2(CN1CC(F)(F)F)C1CCC2Cc2cc(C=CCN3CCC(C(F)(F)F)CC3)ccc2C1. Drug 2: CCc1c2c(nc3ccc(O)cc13)-c1cc3c(c(=O)n1C2)COC(=O)C3(O)CC. Cell line: DLD1. Synergy scores: synergy=3.85.